From a dataset of NCI-60 drug combinations with 297,098 pairs across 59 cell lines. Regression. Given two drug SMILES strings and cell line genomic features, predict the synergy score measuring deviation from expected non-interaction effect. (1) Drug 1: C1CCC(CC1)NC(=O)N(CCCl)N=O. Drug 2: CCCS(=O)(=O)NC1=C(C(=C(C=C1)F)C(=O)C2=CNC3=C2C=C(C=N3)C4=CC=C(C=C4)Cl)F. Cell line: KM12. Synergy scores: CSS=20.2, Synergy_ZIP=-5.24, Synergy_Bliss=0.449, Synergy_Loewe=-3.36, Synergy_HSA=-2.40. (2) Drug 1: C1CCN(CC1)CCOC2=CC=C(C=C2)C(=O)C3=C(SC4=C3C=CC(=C4)O)C5=CC=C(C=C5)O. Drug 2: C1=CC=C(C(=C1)C(C2=CC=C(C=C2)Cl)C(Cl)Cl)Cl. Cell line: EKVX. Synergy scores: CSS=8.06, Synergy_ZIP=-2.36, Synergy_Bliss=0.561, Synergy_Loewe=0.506, Synergy_HSA=0.213. (3) Drug 1: C1=CN(C(=O)N=C1N)C2C(C(C(O2)CO)O)O.Cl. Drug 2: C1=NC2=C(N=C(N=C2N1C3C(C(C(O3)CO)O)F)Cl)N. Cell line: NCI/ADR-RES. Synergy scores: CSS=55.6, Synergy_ZIP=-8.71, Synergy_Bliss=-3.56, Synergy_Loewe=-3.23, Synergy_HSA=-1.09. (4) Drug 1: C1CCC(C(C1)N)N.C(=O)(C(=O)[O-])[O-].[Pt+4]. Drug 2: C(CN)CNCCSP(=O)(O)O. Cell line: SNB-19. Synergy scores: CSS=15.0, Synergy_ZIP=-5.35, Synergy_Bliss=2.83, Synergy_Loewe=-20.2, Synergy_HSA=-0.241. (5) Drug 1: C1CCC(C1)C(CC#N)N2C=C(C=N2)C3=C4C=CNC4=NC=N3. Drug 2: CC12CCC3C(C1CCC2O)C(CC4=C3C=CC(=C4)O)CCCCCCCCCS(=O)CCCC(C(F)(F)F)(F)F. Cell line: U251. Synergy scores: CSS=3.12, Synergy_ZIP=-0.739, Synergy_Bliss=0.822, Synergy_Loewe=-0.343, Synergy_HSA=0.872. (6) Cell line: KM12. Synergy scores: CSS=1.47, Synergy_ZIP=0.0537, Synergy_Bliss=0.0313, Synergy_Loewe=-0.224, Synergy_HSA=1.07. Drug 1: CC1=CC2C(CCC3(C2CCC3(C(=O)C)OC(=O)C)C)C4(C1=CC(=O)CC4)C. Drug 2: CC(C)(C#N)C1=CC(=CC(=C1)CN2C=NC=N2)C(C)(C)C#N. (7) Drug 1: C#CCC(CC1=CN=C2C(=N1)C(=NC(=N2)N)N)C3=CC=C(C=C3)C(=O)NC(CCC(=O)O)C(=O)O. Drug 2: C(CCl)NC(=O)N(CCCl)N=O. Cell line: HOP-92. Synergy scores: CSS=10.5, Synergy_ZIP=-1.59, Synergy_Bliss=0.992, Synergy_Loewe=3.61, Synergy_HSA=2.67. (8) Drug 1: C1CC(=O)NC(=O)C1N2CC3=C(C2=O)C=CC=C3N. Drug 2: C1CC(=O)NC(=O)C1N2C(=O)C3=CC=CC=C3C2=O. Cell line: SF-539. Synergy scores: CSS=2.55, Synergy_ZIP=0.409, Synergy_Bliss=3.17, Synergy_Loewe=-1.64, Synergy_HSA=-1.34.